From a dataset of Full USPTO retrosynthesis dataset with 1.9M reactions from patents (1976-2016). Predict the reactants needed to synthesize the given product. (1) Given the product [CH2:21]([NH:20][C:18]([N:15]1[CH2:16][CH2:17][CH:12]([NH:11][C:10]2[CH:9]=[CH:8][C:7]([CH2:6][CH2:5][NH:4][CH2:49][C@H:47]([OH:48])[CH2:46][O:45][C:42]3[CH:43]=[CH:44][C:39]([OH:38])=[C:40]([NH:50][S:51]([CH3:54])(=[O:53])=[O:52])[CH:41]=3)=[CH:30][CH:29]=2)[CH2:13][CH2:14]1)=[O:19])[CH2:22][CH2:23][CH2:24][CH2:25][CH2:26][CH2:27][CH3:28], predict the reactants needed to synthesize it. The reactants are: C(O)=O.[NH2:4][CH2:5][CH2:6][C:7]1[CH:30]=[CH:29][C:10]([NH:11][CH:12]2[CH2:17][CH2:16][N:15]([C:18]([NH:20][CH2:21][CH2:22][CH2:23][CH2:24][CH2:25][CH2:26][CH2:27][CH3:28])=[O:19])[CH2:14][CH2:13]2)=[CH:9][CH:8]=1.C([O:38][C:39]1[CH:44]=[CH:43][C:42]([O:45][CH2:46][C@@H:47]2[CH2:49][O:48]2)=[CH:41][C:40]=1[NH:50][S:51]([CH3:54])(=[O:53])=[O:52])C1C=CC=CC=1. (2) The reactants are: C(OC([NH:8][CH:9]1[CH2:14][CH2:13][N:12]([C:15]2[CH:24]=[CH:23][C:18]([C:19]([O:21][CH3:22])=[O:20])=[CH:17][CH:16]=2)[CH2:11][CH2:10]1)=O)(C)(C)C.[ClH:25].CO. Given the product [ClH:25].[ClH:25].[NH2:8][CH:9]1[CH2:14][CH2:13][N:12]([C:15]2[CH:24]=[CH:23][C:18]([C:19]([O:21][CH3:22])=[O:20])=[CH:17][CH:16]=2)[CH2:11][CH2:10]1, predict the reactants needed to synthesize it. (3) Given the product [NH:12]1[C:20]2[C:15](=[N:16][CH:17]=[CH:18][CH:19]=2)[C:14]([N:21]2[CH2:10][CH2:9][C:4]3([O:8][CH2:7][CH2:6][O:5]3)[CH2:3][CH2:2]2)=[CH:13]1, predict the reactants needed to synthesize it. The reactants are: Br[CH2:2][CH2:3][C:4]1([CH2:9][CH2:10]Br)[O:8][CH2:7][CH2:6][O:5]1.[NH:12]1[C:20]2[C:15](=[N:16][CH:17]=[CH:18][CH:19]=2)[C:14]([NH2:21])=[CH:13]1. (4) The reactants are: [Cl:1][C:2]1[CH:8]=[CH:7][C:5]([NH2:6])=[CH:4][C:3]=1[C:9]1[CH:14]=[CH:13][CH:12]=[CH:11][N:10]=1.[Cl:15][C:16]1[CH:24]=[C:23]([S:25]([CH3:28])(=[O:27])=[O:26])[CH:22]=[CH:21][C:17]=1[C:18](Cl)=[O:19]. Given the product [Cl:15][C:16]1[CH:24]=[C:23]([S:25]([CH3:28])(=[O:27])=[O:26])[CH:22]=[CH:21][C:17]=1[C:18]([NH:6][C:5]1[CH:7]=[CH:8][C:2]([Cl:1])=[C:3]([C:9]2[CH:14]=[CH:13][CH:12]=[CH:11][N:10]=2)[CH:4]=1)=[O:19], predict the reactants needed to synthesize it.